From a dataset of Catalyst prediction with 721,799 reactions and 888 catalyst types from USPTO. Predict which catalyst facilitates the given reaction. (1) Reactant: Cl.[N:2]12[CH2:9][CH2:8][CH:5]([CH2:6][CH2:7]1)[C:4](=O)[CH2:3]2.[C:11]1([C:18]2[CH:23]=[CH:22][C:21]([NH2:24])=[CH:20][CH:19]=2)[CH:16]=[CH:15][C:14]([NH2:17])=[CH:13][CH:12]=1.[O-]S([O-])(=O)=O.[Na+].[Na+].[BH-](OC(C)=O)(OC(C)=O)OC(C)=O.[Na+].C([O-])(O)=O.[Na+]. Product: [N:2]12[CH2:9][CH2:8][CH:5]([CH2:6][CH2:7]1)[CH:4]([NH:17][C:14]1[CH:13]=[CH:12][C:11]([C:18]3[CH:23]=[CH:22][C:21]([NH2:24])=[CH:20][CH:19]=3)=[CH:16][CH:15]=1)[CH2:3]2. The catalyst class is: 15. (2) Reactant: [H-].[Na+].[F:3][C:4]([F:34])([F:33])[CH2:5][O:6][C:7]1[CH:12]=[C:11]([O:13][CH2:14][C:15]([F:18])([F:17])[F:16])[N:10]=[C:9]([NH:19][C:20](=[O:32])[N:21]([CH3:31])[C:22]2[S:23][C:24]([C:27]([F:30])([F:29])[F:28])=[CH:25][CH:26]=2)[N:8]=1.[CH3:35]I. Product: [CH3:35][N:19]([C:9]1[N:8]=[C:7]([O:6][CH2:5][C:4]([F:3])([F:33])[F:34])[CH:12]=[C:11]([O:13][CH2:14][C:15]([F:18])([F:17])[F:16])[N:10]=1)[C:20](=[O:32])[N:21]([CH3:31])[C:22]1[S:23][C:24]([C:27]([F:28])([F:29])[F:30])=[CH:25][CH:26]=1. The catalyst class is: 1. (3) Reactant: [H-].[Al+3].[Li+].[H-].[H-].[H-].[CH2:7]([O:14][C:15]1[C:16]([C:36](OC)=[O:37])=[C:17]([C:32](OC)=[O:33])[C:18]([CH2:22][CH2:23][C:24]2[CH:29]=[CH:28][C:27]([O:30][CH3:31])=[CH:26][CH:25]=2)=[N:19][C:20]=1[CH3:21])[C:8]1[CH:13]=[CH:12][CH:11]=[CH:10][CH:9]=1. Product: [CH2:7]([O:14][C:15]1[C:16]([CH2:36][OH:37])=[C:17]([CH2:32][OH:33])[C:18]([CH2:22][CH2:23][C:24]2[CH:25]=[CH:26][C:27]([O:30][CH3:31])=[CH:28][CH:29]=2)=[N:19][C:20]=1[CH3:21])[C:8]1[CH:13]=[CH:12][CH:11]=[CH:10][CH:9]=1. The catalyst class is: 7. (4) Reactant: [Br:1][C:2]1[C:3]([NH2:14])=[N:4][C:5]([N:9]2[CH:13]=[CH:12][CH:11]=[N:10]2)=[N:6][C:7]=1Cl.[N-:15]=[N+]=[N-].[Na+]. Product: [Br:1][C:2]1[C:3]([NH2:14])=[N:4][C:5]([N:9]2[CH:13]=[CH:12][CH:11]=[N:10]2)=[N:6][C:7]=1[NH2:15]. The catalyst class is: 12. (5) Reactant: [C:1](Cl)(Cl)=[O:2].[NH2:5][C:6]1[CH:11]=[CH:10]C=[CH:8][C:7]=1O.[C:13](OCC)(=[O:15])C. Product: [N:5]([C:6]1[CH:11]=[CH:10][C:1]([OH:2])=[CH:8][CH:7]=1)=[C:13]=[O:15]. The catalyst class is: 11.